From a dataset of Full USPTO retrosynthesis dataset with 1.9M reactions from patents (1976-2016). Predict the reactants needed to synthesize the given product. (1) Given the product [Br:1][C:2]1[CH:7]=[C:6]([C:8]([CH3:9])([CH3:10])[CH3:11])[CH:5]=[C:4]2[C:3]=1[CH2:12][CH:13]([CH3:17])[C:14]2=[O:16], predict the reactants needed to synthesize it. The reactants are: [Br:1][C:2]1[CH:7]=[C:6]([C:8]([CH3:11])([CH3:10])[CH3:9])[CH:5]=[CH:4][C:3]=1[CH2:12][CH:13]([CH3:17])[C:14]([OH:16])=O.O=S(Cl)Cl. (2) Given the product [NH2:20][C:21]1[C:29]2[C:24](=[CH:25][C:26]([NH:30][C:17]([C:15]3[CH:14]=[CH:13][C:11]4[NH:12][C:8]([NH:7][C:2]5[CH:3]=[CH:4][CH:5]=[CH:6][N:1]=5)=[N:9][C:10]=4[CH:16]=3)=[O:19])=[CH:27][CH:28]=2)[NH:23][N:22]=1, predict the reactants needed to synthesize it. The reactants are: [N:1]1[CH:6]=[CH:5][CH:4]=[CH:3][C:2]=1[NH:7][C:8]1[NH:12][C:11]2[CH:13]=[CH:14][C:15]([C:17]([OH:19])=O)=[CH:16][C:10]=2[N:9]=1.[NH2:20][C:21]1[C:29]2[C:24](=[CH:25][C:26]([NH2:30])=[CH:27][CH:28]=2)[NH:23][N:22]=1.CN(C(ON1N=NC2C=CC=CC1=2)=[N+](C)C)C.F[P-](F)(F)(F)(F)F. (3) Given the product [Cl:30][C:28]1[S:27][C:25]2[NH:26][C:22]([C:20]([NH:19][C@@H:11]3[CH2:12][C:13]4[C:18](=[CH:17][CH:16]=[CH:15][CH:14]=4)[C@H:10]3[CH2:9][OH:8])=[O:21])=[CH:23][C:24]=2[CH:29]=1, predict the reactants needed to synthesize it. The reactants are: [Si]([O:8][CH2:9][C@@H:10]1[C:18]2[C:13](=[CH:14][CH:15]=[CH:16][CH:17]=2)[CH2:12][C@H:11]1[NH:19][C:20]([C:22]1[NH:26][C:25]2[S:27][C:28]([Cl:30])=[CH:29][C:24]=2[CH:23]=1)=[O:21])(C(C)(C)C)(C)C.[F-].C([N+](CCCC)(CCCC)CCCC)CCC. (4) The reactants are: [C:1]([O:5][C:6]([NH:8][CH:9]([C:15]([CH3:19])([CH3:18])[CH:16]=[CH2:17])[C:10]([O:12]CC)=[O:11])=[O:7])([CH3:4])([CH3:3])[CH3:2].[OH-].[Na+].[OH-].[K+]. Given the product [C:1]([O:5][C:6]([NH:8][CH:9]([C:15]([CH3:19])([CH3:18])[CH:16]=[CH2:17])[C:10]([OH:12])=[O:11])=[O:7])([CH3:4])([CH3:3])[CH3:2], predict the reactants needed to synthesize it. (5) Given the product [CH3:18][S:19]([N:22]1[CH2:23][CH:24]=[C:25]([C:28]2[CH:29]=[C:30]3[CH2:44][C:35]4([CH2:36][C:37]5([CH2:38][CH2:39][N:40]([C:1]([O:2][C:3]6([CH3:6])[CH2:4][CH2:5]6)=[O:17])[CH2:41][CH2:42]5)[CH2:43]4)[O:34][C:31]3=[CH:32][N:33]=2)[CH2:26][CH2:27]1)(=[O:21])=[O:20], predict the reactants needed to synthesize it. The reactants are: [C:1](=[O:17])(OC1C=CC([N+]([O-])=O)=CC=1)[O:2][C:3]1([CH3:6])[CH2:5][CH2:4]1.[CH3:18][S:19]([N:22]1[CH2:27][CH:26]=[C:25]([C:28]2[CH:29]=[C:30]3[CH2:44][C:35]4([CH2:43][C:37]5([CH2:42][CH2:41][NH:40][CH2:39][CH2:38]5)[CH2:36]4)[O:34][C:31]3=[CH:32][N:33]=2)[CH2:24][CH2:23]1)(=[O:21])=[O:20].C(N(CC)CC)C.O1CCCC1. (6) Given the product [Cl:1][C:2]1[CH:3]=[C:4]([NH:10][C:11](=[O:19])[CH2:12][CH:13]([CH3:18])[CH2:14][C:15]([NH:20][C:21]2[CH:22]=[CH:23][C:24]3[N:25]([CH2:34][CH3:35])[C:26]4[C:31]([C:32]=3[CH:33]=2)=[CH:30][CH:29]=[CH:28][CH:27]=4)=[O:17])[CH:5]=[CH:6][C:7]=1[C:8]#[N:9], predict the reactants needed to synthesize it. The reactants are: [Cl:1][C:2]1[CH:3]=[C:4]([NH:10][C:11](=[O:19])[CH2:12][CH:13]([CH3:18])[CH2:14][C:15]([OH:17])=O)[CH:5]=[CH:6][C:7]=1[C:8]#[N:9].[NH2:20][C:21]1[CH:22]=[CH:23][C:24]2[N:25]([CH2:34][CH3:35])[C:26]3[C:31]([C:32]=2[CH:33]=1)=[CH:30][CH:29]=[CH:28][CH:27]=3.CCN(C(C)C)C(C)C.CN(C(ON1N=NC2C=CC=NC1=2)=[N+](C)C)C.F[P-](F)(F)(F)(F)F. (7) Given the product [Cl:12][C:13]1[CH:18]=[CH:17][CH:16]=[CH:15][C:14]=1[CH2:19][CH2:20][NH:21][C:8](=[O:10])[CH2:7][S:6][CH2:5][CH2:4][C:3]([O:2][CH3:1])=[O:11], predict the reactants needed to synthesize it. The reactants are: [CH3:1][O:2][C:3](=[O:11])[CH2:4][CH2:5][S:6][CH2:7][C:8]([OH:10])=O.[Cl:12][C:13]1[CH:18]=[CH:17][CH:16]=[CH:15][C:14]=1[CH2:19][CH2:20][NH2:21].